From a dataset of NCI-60 drug combinations with 297,098 pairs across 59 cell lines. Regression. Given two drug SMILES strings and cell line genomic features, predict the synergy score measuring deviation from expected non-interaction effect. (1) Drug 1: CC1=C(C=C(C=C1)NC(=O)C2=CC=C(C=C2)CN3CCN(CC3)C)NC4=NC=CC(=N4)C5=CN=CC=C5. Drug 2: CCC1(C2=C(COC1=O)C(=O)N3CC4=CC5=C(C=CC(=C5CN(C)C)O)N=C4C3=C2)O.Cl. Cell line: TK-10. Synergy scores: CSS=20.3, Synergy_ZIP=-3.79, Synergy_Bliss=1.46, Synergy_Loewe=-57.8, Synergy_HSA=1.34. (2) Drug 1: CC1=C2C(C(=O)C3(C(CC4C(C3C(C(C2(C)C)(CC1OC(=O)C(C(C5=CC=CC=C5)NC(=O)OC(C)(C)C)O)O)OC(=O)C6=CC=CC=C6)(CO4)OC(=O)C)OC)C)OC. Drug 2: CC1=C2C(C(=O)C3(C(CC4C(C3C(C(C2(C)C)(CC1OC(=O)C(C(C5=CC=CC=C5)NC(=O)C6=CC=CC=C6)O)O)OC(=O)C7=CC=CC=C7)(CO4)OC(=O)C)O)C)OC(=O)C. Cell line: SK-OV-3. Synergy scores: CSS=67.2, Synergy_ZIP=5.08, Synergy_Bliss=4.88, Synergy_Loewe=7.18, Synergy_HSA=10.7. (3) Drug 1: CCN(CC)CCNC(=O)C1=C(NC(=C1C)C=C2C3=C(C=CC(=C3)F)NC2=O)C. Drug 2: C1CNP(=O)(OC1)N(CCCl)CCCl. Cell line: SK-MEL-5. Synergy scores: CSS=6.07, Synergy_ZIP=-0.692, Synergy_Bliss=-2.99, Synergy_Loewe=3.45, Synergy_HSA=-4.58. (4) Drug 1: CC1OCC2C(O1)C(C(C(O2)OC3C4COC(=O)C4C(C5=CC6=C(C=C35)OCO6)C7=CC(=C(C(=C7)OC)O)OC)O)O. Drug 2: CN(C)C1=NC(=NC(=N1)N(C)C)N(C)C. Cell line: MOLT-4. Synergy scores: CSS=71.8, Synergy_ZIP=3.28, Synergy_Bliss=3.67, Synergy_Loewe=-24.3, Synergy_HSA=2.31.